From a dataset of Reaction yield outcomes from USPTO patents with 853,638 reactions. Predict the reaction yield, written as a fraction of the theoretical maximum amount of product (1.0 means a 100% yield; for example, 0.34 means a 34% yield). (1) The product is [F:25][C:12]1([F:11])[O:24][C:15]2=[CH:16][C:17]3[NH:21][C:20]([NH:22][C:7]([C:6]4[S:5][N:4]=[N:3][C:2]=4[CH3:1])=[O:9])=[N:19][C:18]=3[CH:23]=[C:14]2[O:13]1. The catalyst is O=S(Cl)Cl. The yield is 0.520. The reactants are [CH3:1][C:2]1[N:3]=[N:4][S:5][C:6]=1[C:7]([OH:9])=O.Br.[F:11][C:12]1([F:25])[O:24][C:15]2=[CH:16][C:17]3[NH:21][C:20]([NH2:22])=[N:19][C:18]=3[CH:23]=[C:14]2[O:13]1.O. (2) The reactants are [CH2:1]([O:8][C:9]1[C:10](=[O:18])[CH:11]=[C:12]([C:15]([OH:17])=[O:16])O[CH:14]=1)[C:2]1[CH:7]=[CH:6][CH:5]=[CH:4][CH:3]=1.[OH-].[Na+].Cl.[F:22][C:23]([F:27])([F:26])[CH2:24][NH2:25]. No catalyst specified. The product is [CH2:1]([O:8][C:9]1[C:10](=[O:18])[CH:11]=[C:12]([C:15]([OH:17])=[O:16])[N:25]([CH2:24][C:23]([F:27])([F:26])[F:22])[CH:14]=1)[C:2]1[CH:3]=[CH:4][CH:5]=[CH:6][CH:7]=1. The yield is 0.430. (3) The reactants are Cl[C:2]1[N:3]([CH2:24][CH:25]2[CH2:29][CH2:28][O:27][CH2:26]2)[C:4]2[C:9]([N:10]=1)=[C:8]([N:11]1[CH2:16][CH2:15][O:14][CH2:13][CH2:12]1)[N:7]=[C:6]([C:17]1[CH:18]=[N:19][C:20]([NH2:23])=[N:21][CH:22]=1)[N:5]=2.[NH:30]1[CH2:35][CH2:34][O:33][CH2:32][CH2:31]1. The catalyst is CS(C)=O. The product is [N:11]1([C:8]2[N:7]=[C:6]([C:17]3[CH:18]=[N:19][C:20]([NH2:23])=[N:21][CH:22]=3)[N:5]=[C:4]3[C:9]=2[N:10]=[C:2]([N:30]2[CH2:35][CH2:34][O:33][CH2:32][CH2:31]2)[N:3]3[CH2:24][CH:25]2[CH2:29][CH2:28][O:27][CH2:26]2)[CH2:16][CH2:15][O:14][CH2:13][CH2:12]1. The yield is 0.670. (4) The reactants are [CH:1]1([NH:4][C:5]([C:7]2[CH:8]=[C:9]([F:31])[C:10]([CH3:30])=[C:11]([C:13]3[C:14]([C:27]([OH:29])=O)=[CH:15][C:16]([C:19]([NH:21][CH2:22][C:23]([CH3:26])([CH3:25])[CH3:24])=[O:20])=[CH:17][CH:18]=3)[CH:12]=2)=[O:6])[CH2:3][CH2:2]1.CN(C(ON1N=[N:47][C:42]2[CH:43]=[CH:44][CH:45]=[CH:46]C1=2)=[N+](C)C)C.F[P-](F)(F)(F)(F)F.CCN(CC)CC.C1(N)CCCC1. The catalyst is C(Cl)Cl. The product is [CH:42]1([NH:47][C:27]([C:14]2[C:13]([C:11]3[C:10]([CH3:30])=[C:9]([F:31])[CH:8]=[C:7]([C:5]([NH:4][CH:1]4[CH2:2][CH2:3]4)=[O:6])[CH:12]=3)=[CH:18][CH:17]=[C:16]([C:19]([NH:21][CH2:22][C:23]([CH3:24])([CH3:25])[CH3:26])=[O:20])[CH:15]=2)=[O:29])[CH2:43][CH2:44][CH2:45][CH2:46]1. The yield is 0.530. (5) The reactants are [Cl-].[N+]([C:5]1[CH:10]=C([N+]([O-])=O)C=C[C:6]=1[N+:14]1[CH:19]=[CH:18][C:17]([C:20]2[CH:25]=[CH:24][C:23]([N+:26]([O-:28])=[O:27])=[C:22]([O:29][CH2:30][CH3:31])[CH:21]=2)=[CH:16][CH:15]=1)([O-])=O.C(N)CC.C[OH:37]. The catalyst is CC(C)=O. The product is [C:30]([O-:37])(=[O:29])[CH3:31].[CH2:30]([O:29][C:22]1[CH:21]=[C:20]([C:17]2[CH:16]=[CH:15][N+:14]([CH2:6][CH2:5][CH3:10])=[CH:19][CH:18]=2)[CH:25]=[CH:24][C:23]=1[N+:26]([O-:28])=[O:27])[CH3:31]. The yield is 0.940.